This data is from Forward reaction prediction with 1.9M reactions from USPTO patents (1976-2016). The task is: Predict the product of the given reaction. (1) Given the reactants [F:1][C:2]([F:12])([F:11])[C:3]1[CH:4]=[C:5]([CH:8]=[CH:9][CH:10]=1)[CH:6]=O.[NH2:13][C:14]1[N:15]=[N:16][C:17]([CH3:20])=[CH:18][CH:19]=1.C([O:23][C:24](=O)[C:25]([OH:36])=[CH:26][C:27](=[O:35])[C:28]1[CH:33]=[CH:32][C:31]([CH3:34])=[CH:30][CH:29]=1)C, predict the reaction product. The product is: [OH:36][C:25]1[C:24](=[O:23])[N:13]([C:14]2[N:15]=[N:16][C:17]([CH3:20])=[CH:18][CH:19]=2)[CH:6]([C:5]2[CH:8]=[CH:9][CH:10]=[C:3]([C:2]([F:12])([F:11])[F:1])[CH:4]=2)[C:26]=1[C:27](=[O:35])[C:28]1[CH:33]=[CH:32][C:31]([CH3:34])=[CH:30][CH:29]=1. (2) Given the reactants [CH:1]([OH:4])([CH3:3])[CH3:2].Cl[C:6](Cl)([O:8]C(=O)OC(Cl)(Cl)Cl)Cl.[O:17]([C:29]1[CH:34]=[CH:33][CH:32]=[CH:31][C:30]=1[CH2:35][C:36]1[CH:41]=[CH:40][C:39]([O:42][CH3:43])=[CH:38][CH:37]=1)[C@@H:18]1[O:26][C@H:25]([CH2:27][OH:28])[C@@H:23]([OH:24])[C@H:21]([OH:22])[C@H:19]1[OH:20].C(O)(=O)CC(CC(O)=O)(C(O)=O)O, predict the reaction product. The product is: [CH:1]([O:4][C:6]([O:28][CH2:27][C@H:25]1[O:26][C@@H:18]([O:17][C:29]2[CH:34]=[CH:33][CH:32]=[CH:31][C:30]=2[CH2:35][C:36]2[CH:37]=[CH:38][C:39]([O:42][CH3:43])=[CH:40][CH:41]=2)[C@H:19]([OH:20])[C@@H:21]([OH:22])[C@@H:23]1[OH:24])=[O:8])([CH3:3])[CH3:2]. (3) The product is: [Cl:1][C:2]1[CH:3]=[C:4]([N:33]([C@H:36]2[CH2:41][CH2:40][C@H:39]([N:42]([CH3:43])[CH3:44])[CH2:38][CH2:37]2)[CH2:34][CH3:35])[C:5]([CH3:32])=[C:6]([CH:31]=1)[C:7]([NH:9][CH2:10][C:11]1[C:16](=[O:17])[CH:15]=[C:14]([CH3:27])[NH:13][C:12]=1[NH:28][CH2:29][CH3:30])=[O:8]. Given the reactants [Cl:1][C:2]1[CH:3]=[C:4]([N:33]([C@H:36]2[CH2:41][CH2:40][C@H:39]([N:42]([CH3:44])[CH3:43])[CH2:38][CH2:37]2)[CH2:34][CH3:35])[C:5]([CH3:32])=[C:6]([CH:31]=1)[C:7]([NH:9][CH2:10][C:11]1[C:12]([NH:28][CH2:29][CH3:30])=[N:13][C:14]([CH3:27])=[CH:15][C:16]=1[O:17]CC1C=CC(OC)=CC=1)=[O:8].C(O)(C(F)(F)F)=O.C(=O)(O)[O-].[Na+], predict the reaction product.